From a dataset of Full USPTO retrosynthesis dataset with 1.9M reactions from patents (1976-2016). Predict the reactants needed to synthesize the given product. (1) Given the product [CH2:35]([O:34][CH:32]=[CH:33][C:15]1[C:14]([C:24]([O:26][CH3:27])=[O:25])=[N:13][CH:12]=[C:11]2[N:7]([CH2:6][C:5]3[CH:28]=[CH:29][C:2]([F:1])=[CH:3][CH:4]=3)[CH:8]=[CH:9][C:10]=12)[CH3:36], predict the reactants needed to synthesize it. The reactants are: [F:1][C:2]1[CH:29]=[CH:28][C:5]([CH2:6][N:7]2[C:11]3=[CH:12][N:13]=[C:14]([C:24]([O:26][CH3:27])=[O:25])[C:15](OS(C(F)(F)F)(=O)=O)=[C:10]3[CH:9]=[CH:8]2)=[CH:4][CH:3]=1.[Cl-].[Li+].[CH2:32]([O:34][CH:35]=[CH:36][Sn](CCCC)(CCCC)CCCC)[CH3:33]. (2) Given the product [Cl:38][C:32]1[CH:33]=[CH:34][C:35]([Cl:37])=[CH:36][C:31]=1[CH2:30][S:27]([C:24]1[CH:25]=[C:26]2[C:21](=[CH:22][CH:23]=1)[NH:20][C:19](=[O:39])/[C:18]/2=[CH:17]\[C:14]1[NH:13][C:12]([CH3:40])=[C:11]([C:9]([N:41]2[CH2:46][CH2:45][CH:44]([OH:47])[CH2:43][CH2:42]2)=[O:8])[C:15]=1[CH3:16])(=[O:29])=[O:28], predict the reactants needed to synthesize it. The reactants are: O=C1CCC(=O)N1[O:8][C:9]([C:11]1[C:15]([CH3:16])=[C:14](/[CH:17]=[C:18]2\[C:19](=[O:39])[NH:20][C:21]3[C:26]\2=[CH:25][C:24]([S:27]([CH2:30][C:31]2[CH:36]=[C:35]([Cl:37])[CH:34]=[CH:33][C:32]=2[Cl:38])(=[O:29])=[O:28])=[CH:23][CH:22]=3)[NH:13][C:12]=1[CH3:40])=O.[NH:41]1[CH2:46][CH2:45][CH:44]([OH:47])[CH2:43][CH2:42]1. (3) Given the product [Cl:33][C:25]1[CH:24]=[C:23]([C:21]2[O:20][N:19]=[C:18]([C:14]3[C:13]([CH3:34])=[C:12]4[C:17](=[CH:16][CH:15]=3)[CH:8]([CH2:7][C:6]([OH:42])=[O:5])[N:9]([C:35]([O:37][C:38]([CH3:39])([CH3:41])[CH3:40])=[O:36])[CH2:10][CH2:11]4)[N:22]=2)[CH:28]=[CH:27][C:26]=1[O:29][CH:30]([CH3:32])[CH3:31], predict the reactants needed to synthesize it. The reactants are: C([O:5][C:6](=[O:42])[CH2:7][CH:8]1[C:17]2[C:12](=[C:13]([CH3:34])[C:14]([C:18]3[N:22]=[C:21]([C:23]4[CH:28]=[CH:27][C:26]([O:29][CH:30]([CH3:32])[CH3:31])=[C:25]([Cl:33])[CH:24]=4)[O:20][N:19]=3)=[CH:15][CH:16]=2)[CH2:11][CH2:10][N:9]1[C:35]([O:37][C:38]([CH3:41])([CH3:40])[CH3:39])=[O:36])CCC.[OH-].[Na+]. (4) The reactants are: [C:1]([O:5][C:6]([N:8]1[CH2:13][CH2:12][C:11]2([CH2:18][CH2:17][NH:16][CH2:15][CH2:14]2)[CH2:10][CH2:9]1)=[O:7])([CH3:4])([CH3:3])[CH3:2].Cl[CH:20](Cl)C.C(O[BH-](OC(=O)C)OC(=O)C)(=O)C.[Na+].C(=O)([O-])O.[Na+]. Given the product [OH-:5].[NH4+:8].[C:1]([O:5][C:6]([N:8]1[CH2:13][CH2:12][C:11]2([CH2:18][CH2:17][N:16]([CH3:20])[CH2:15][CH2:14]2)[CH2:10][CH2:9]1)=[O:7])([CH3:4])([CH3:2])[CH3:3], predict the reactants needed to synthesize it. (5) Given the product [Cl:27][C:12]1[N:13]([C:14]2[N:15]=[CH:16][N:17]=[C:9]([NH2:8])[C:10]=2[N:11]=1)[C@@H:18]1[O:24][C@H:23]([CH2:25][OH:26])[C@@H:21]([OH:22])[C@H:19]1[OH:20], predict the reactants needed to synthesize it. The reactants are: C([NH:8][C:9]1[N:17]=[CH:16][N:15]=[C:14]2[C:10]=1[N:11]=[CH:12][N:13]2[C@@H:18]1[O:24][C@H:23]([CH2:25][OH:26])[C@@H:21]([OH:22])[C@H:19]1[OH:20])C1C=CC=CC=1.[Cl:27]N1C(=O)CCC1=O. (6) Given the product [CH2:20]([O:27][C:28]1[CH:33]=[C:32]([F:34])[CH:31]=[CH:30][C:29]=1[C:2]1[N:7]=[CH:6][N:5]=[C:4]([NH:8][C:9]2[CH:14]=[CH:13][CH:12]=[C:11]([CH2:15][S:16]([CH3:19])(=[O:18])=[O:17])[CH:10]=2)[N:3]=1)[C:21]1[CH:22]=[CH:23][CH:24]=[CH:25][CH:26]=1, predict the reactants needed to synthesize it. The reactants are: Cl[C:2]1[N:7]=[CH:6][N:5]=[C:4]([NH:8][C:9]2[CH:14]=[CH:13][CH:12]=[C:11]([CH2:15][S:16]([CH3:19])(=[O:18])=[O:17])[CH:10]=2)[N:3]=1.[CH2:20]([O:27][C:28]1[CH:33]=[C:32]([F:34])[CH:31]=[CH:30][C:29]=1B(O)O)[C:21]1[CH:26]=[CH:25][CH:24]=[CH:23][CH:22]=1. (7) Given the product [CH3:14][O:12][C:11]([CH:4]1[CH:5]([C:8]([OH:10])=[O:9])[CH:6]2[O:7][CH:3]1[CH2:2][CH2:1]2)=[O:13], predict the reactants needed to synthesize it. The reactants are: [CH2:1]1[CH:6]2[O:7][CH:3]([CH:4]([C:11]([OH:13])=[O:12])[CH:5]2[C:8]([OH:10])=[O:9])[CH2:2]1.[CH3:14]O.